Dataset: CYP2D6 inhibition data for predicting drug metabolism from PubChem BioAssay. Task: Regression/Classification. Given a drug SMILES string, predict its absorption, distribution, metabolism, or excretion properties. Task type varies by dataset: regression for continuous measurements (e.g., permeability, clearance, half-life) or binary classification for categorical outcomes (e.g., BBB penetration, CYP inhibition). Dataset: cyp2d6_veith. (1) The result is 0 (non-inhibitor). The drug is Cc1nc2c(C#N)c(C)[nH]n2c(=O)c1Cc1ccccc1. (2) The drug is CCC(=O)NNC(=O)CCC(=O)Nc1ccccc1. The result is 0 (non-inhibitor).